From a dataset of Catalyst prediction with 721,799 reactions and 888 catalyst types from USPTO. Predict which catalyst facilitates the given reaction. (1) Reactant: [CH:1]1([C:7]2[C:17]3[O:16][CH2:15][CH2:14][N:13](C(OC(C)(C)C)=O)[CH2:12][C:11]=3[CH:10]=[CH:9][CH:8]=2)[CH2:6][CH2:5][CH2:4][CH2:3][CH2:2]1.C(OCC)(=O)C.[ClH:31]. Product: [ClH:31].[CH:1]1([C:7]2[C:17]3[O:16][CH2:15][CH2:14][NH:13][CH2:12][C:11]=3[CH:10]=[CH:9][CH:8]=2)[CH2:2][CH2:3][CH2:4][CH2:5][CH2:6]1. The catalyst class is: 13. (2) Reactant: Cl.C[O:3][C:4]1[CH:15]=[CH:14][C:13]2[CH2:12][CH:11]3[CH2:16][CH:7]([CH2:8][NH:9][CH2:10]3)[C:6]=2[CH:5]=1.[OH-].[Na+]. Product: [CH:7]12[CH2:16][CH:11]([CH2:10][NH:9][CH2:8]1)[CH2:12][C:13]1[CH:14]=[CH:15][C:4]([OH:3])=[CH:5][C:6]2=1. The catalyst class is: 201. (3) Reactant: [Cl:1][C:2]1[CH:7]=[CH:6][N:5]=[C:4]([NH:8][C:9](=[O:14])[C:10]([CH3:13])([CH3:12])[CH3:11])[CH:3]=1.[Cl:15]N1C(=O)CCC1=O. Product: [Cl:1][C:2]1[C:7]([Cl:15])=[CH:6][N:5]=[C:4]([NH:8][C:9](=[O:14])[C:10]([CH3:11])([CH3:13])[CH3:12])[CH:3]=1. The catalyst class is: 10. (4) Reactant: [Cl:1][C:2]1[C:10]([F:11])=[C:9]([F:12])[CH:8]=[CH:7][C:3]=1[C:4]([NH2:6])=O.O1CCCC1.B.Cl. Product: [ClH:1].[Cl:1][C:2]1[C:10]([F:11])=[C:9]([F:12])[CH:8]=[CH:7][C:3]=1[CH2:4][NH2:6]. The catalyst class is: 7. (5) Reactant: [CH:1]1([C:4]2[C:5]([CH2:18][N:19]3[CH2:24][CH2:23][N:22]([CH2:25][C:26]4[CH:31]=[C:30]([Cl:32])[CH:29]=[C:28]([Cl:33])[CH:27]=4)[CH2:21][CH2:20]3)=[CH:6][C:7]([F:17])=[C:8]([CH:16]=2)[C:9]([O:11]C(C)(C)C)=[O:10])[CH2:3][CH2:2]1.[ClH:34]. Product: [ClH:32].[ClH:34].[CH:1]1([C:4]2[C:5]([CH2:18][N:19]3[CH2:24][CH2:23][N:22]([CH2:25][C:26]4[CH:27]=[C:28]([Cl:33])[CH:29]=[C:30]([Cl:32])[CH:31]=4)[CH2:21][CH2:20]3)=[CH:6][C:7]([F:17])=[C:8]([CH:16]=2)[C:9]([OH:11])=[O:10])[CH2:3][CH2:2]1. The catalyst class is: 12. (6) Reactant: N#N.[Cl:3][C:4]1[CH:24]=[CH:23][C:7]([C:8]([N:10]2[CH2:15][CH2:14][N:13]([C:16]([O:18][C:19]([CH3:22])([CH3:21])[CH3:20])=[O:17])[CH2:12][CH2:11]2)=O)=[CH:6][C:5]=1[C:25]#[N:26]. Product: [NH2:26][CH2:25][C:5]1[CH:6]=[C:7]([CH:23]=[CH:24][C:4]=1[Cl:3])[CH2:8][N:10]1[CH2:15][CH2:14][N:13]([C:16]([O:18][C:19]([CH3:21])([CH3:22])[CH3:20])=[O:17])[CH2:12][CH2:11]1. The catalyst class is: 1. (7) Reactant: CC(C)([O-])C.[K+].[F:7][C:8]([F:20])([F:19])[CH2:9][O:10][P:11]([O-:18])[O:12][CH2:13][C:14]([F:17])([F:16])[F:15].Br[CH2:22][C:23]([N:25]([CH3:27])[CH3:26])=[O:24]. Product: [CH3:26][N:25]([CH3:27])[C:23](=[O:24])[CH2:22][P:11](=[O:18])([O:12][CH2:13][C:14]([F:17])([F:15])[F:16])[O:10][CH2:9][C:8]([F:7])([F:19])[F:20]. The catalyst class is: 1. (8) Reactant: [C:1]([C:5]1[CH:6]=[C:7]([N+:16]([O-:18])=[O:17])[C:8]([O:14][CH3:15])=[C:9]([CH:13]=1)[C:10](O)=[O:11])([CH3:4])([CH3:3])[CH3:2].[C:19](N1C=CN=C1)([N:21]1C=CN=[CH:22]1)=O.CNC. Product: [C:1]([C:5]1[CH:6]=[C:7]([N+:16]([O-:18])=[O:17])[C:8]([O:14][CH3:15])=[C:9]([CH:13]=1)[C:10]([N:21]([CH3:22])[CH3:19])=[O:11])([CH3:4])([CH3:3])[CH3:2]. The catalyst class is: 54. (9) Reactant: [CH3:1][C:2]1[O:6][N:5]=[C:4]([NH2:7])[CH:3]=1.CCN(C(C)C)C(C)C.[C:17](Cl)(=[O:25])[O:18][C:19]1[CH:24]=[CH:23][CH:22]=[CH:21][CH:20]=1. Product: [CH3:1][C:2]1[O:6][N:5]=[C:4]([NH:7][C:17](=[O:25])[O:18][C:19]2[CH:24]=[CH:23][CH:22]=[CH:21][CH:20]=2)[CH:3]=1. The catalyst class is: 4.